Dataset: Forward reaction prediction with 1.9M reactions from USPTO patents (1976-2016). Task: Predict the product of the given reaction. (1) Given the reactants [F:1][C:2]1[C:11]2[O:10][CH2:9][CH:8]([CH2:12]OS(C3C=CC(C)=CC=3)(=O)=O)[O:7][C:6]=2[CH:5]=[C:4]([S:24]([CH3:27])(=[O:26])=[O:25])[CH:3]=1.[CH2:28]([NH2:31])[CH:29]=[CH2:30], predict the reaction product. The product is: [F:1][C:2]1[C:11]2[O:10][CH2:9][CH:8]([CH2:12][NH:31][CH2:28][CH:29]=[CH2:30])[O:7][C:6]=2[CH:5]=[C:4]([S:24]([CH3:27])(=[O:25])=[O:26])[CH:3]=1. (2) Given the reactants [CH2:1]([N:4]([CH2:21][CH2:22][CH3:23])[C:5]([C:7]1[CH:8]=[C:9]([CH:13]=[C:14]([C:16]2[O:17][CH:18]=[CH:19][N:20]=2)[CH:15]=1)[C:10](O)=[O:11])=[O:6])[CH2:2][CH3:3].C([N:27](CC)C(C)C)(C)C.CN(C(ON1N=NC2C=CC=CC1=2)=[N+](C)C)C.F[P-](F)(F)(F)(F)F, predict the reaction product. The product is: [O:17]1[CH:18]=[CH:19][N:20]=[C:16]1[C:14]1[CH:15]=[C:7]([C:5]([N:4]([CH2:21][CH2:22][CH3:23])[CH2:1][CH2:2][CH3:3])=[O:6])[CH:8]=[C:9]([CH:13]=1)[C:10]([NH2:27])=[O:11]. (3) The product is: [CH3:22][O:23][C:24]1[CH:25]=[C:26]([CH:29]=[CH:30][C:31]=1[O:32][CH3:33])[CH2:27][NH:28][C:4]([C:6]1[N:11]2[N:12]=[C:13]([NH:15][C:16]([NH:18][CH2:19][CH3:20])=[O:17])[N:14]=[C:10]2[CH:9]=[C:8]([Br:21])[CH:7]=1)=[O:5]. Given the reactants C(O[C:4]([C:6]1[N:11]2[N:12]=[C:13]([NH:15][C:16]([NH:18][CH2:19][CH3:20])=[O:17])[N:14]=[C:10]2[CH:9]=[C:8]([Br:21])[CH:7]=1)=[O:5])C.[CH3:22][O:23][C:24]1[CH:25]=[C:26]([CH:29]=[CH:30][C:31]=1[O:32][CH3:33])[CH2:27][NH2:28], predict the reaction product. (4) Given the reactants [C:1]([C:5]1[O:9][N:8]=[C:7]([C:10]2[CH:15]=[C:14]([O:16][CH:17]3[CH2:22][CH2:21][O:20][CH2:19][CH2:18]3)[C:13]([CH:23]3[CH2:25][CH2:24]3)=[CH:12][N+:11]=2[O-])[N:6]=1)([CH3:4])([CH3:3])[CH3:2].C(Cl)(=O)C([Cl:30])=O, predict the reaction product. The product is: [C:1]([C:5]1[O:9][N:8]=[C:7]([C:10]2[CH:15]=[C:14]([O:16][CH:17]3[CH2:22][CH2:21][O:20][CH2:19][CH2:18]3)[C:13]([CH:23]3[CH2:25][CH2:24]3)=[C:12]([Cl:30])[N:11]=2)[N:6]=1)([CH3:4])([CH3:3])[CH3:2]. (5) The product is: [C:24]([O:23][C:21](=[O:22])[N:14]([CH3:20])[C@H:15]([C:17](=[O:18])[NH:1][C@@H:2]1[C:8](=[O:9])[NH:7][C:6]2[CH:10]=[CH:11][CH:12]=[CH:13][C:5]=2[CH2:4][CH2:3]1)[CH3:16])([CH3:25])([CH3:27])[CH3:26]. Given the reactants [NH2:1][C@@H:2]1[C:8](=[O:9])[NH:7][C:6]2[CH:10]=[CH:11][CH:12]=[CH:13][C:5]=2[CH2:4][CH2:3]1.[N:14]([C:21]([O:23][C:24]([CH3:27])([CH3:26])[CH3:25])=[O:22])([CH3:20])[C@H:15]([C:17](O)=[O:18])[CH3:16].O.ON1C2C=CC=CC=2N=N1, predict the reaction product. (6) Given the reactants [F:1][C@H:2]1[C@@H:7]([O:8][C:9]2[CH:16]=[CH:15][C:14]([C:17]3[N:22]=[C:21]([NH:23][C:24]4[CH:29]=[CH:28][C:27]([N:30]5[CH2:35][CH2:34][N:33]([CH:36]6[CH2:39][O:38][CH2:37]6)[CH2:32][CH2:31]5)=[CH:26][CH:25]=4)[N:20]=[CH:19][N:18]=3)=[CH:13][C:10]=2[C:11]#[N:12])[CH2:6][CH2:5][NH:4][CH2:3]1.Cl.Cl.[F:42][C@@H:43]1[CH2:47][CH2:46][NH:45][CH2:44]1.[C:48](Cl)(Cl)=[O:49], predict the reaction product. The product is: [F:1][C@H:2]1[C@@H:7]([O:8][C:9]2[CH:16]=[CH:15][C:14]([C:17]3[N:22]=[C:21]([NH:23][C:24]4[CH:29]=[CH:28][C:27]([N:30]5[CH2:31][CH2:32][N:33]([CH:36]6[CH2:39][O:38][CH2:37]6)[CH2:34][CH2:35]5)=[CH:26][CH:25]=4)[N:20]=[CH:19][N:18]=3)=[CH:13][C:10]=2[C:11]#[N:12])[CH2:6][CH2:5][N:4]([C:48]([N:45]2[CH2:46][CH2:47][C@@H:43]([F:42])[CH2:44]2)=[O:49])[CH2:3]1.